This data is from NCI-60 drug combinations with 297,098 pairs across 59 cell lines. The task is: Regression. Given two drug SMILES strings and cell line genomic features, predict the synergy score measuring deviation from expected non-interaction effect. (1) Drug 1: C1CN(CCN1C(=O)CCBr)C(=O)CCBr. Drug 2: C1CC(=O)NC(=O)C1N2C(=O)C3=CC=CC=C3C2=O. Cell line: RXF 393. Synergy scores: CSS=-0.814, Synergy_ZIP=-1.09, Synergy_Bliss=0.0898, Synergy_Loewe=-1.68, Synergy_HSA=-1.68. (2) Drug 1: C#CCC(CC1=CN=C2C(=N1)C(=NC(=N2)N)N)C3=CC=C(C=C3)C(=O)NC(CCC(=O)O)C(=O)O. Drug 2: C1CN(CCN1C(=O)CCBr)C(=O)CCBr. Cell line: KM12. Synergy scores: CSS=22.4, Synergy_ZIP=-5.34, Synergy_Bliss=-0.361, Synergy_Loewe=3.19, Synergy_HSA=1.17.